From a dataset of hERG channel blocking data for cardiac toxicity assessment. Regression/Classification. Given a drug SMILES string, predict its toxicity properties. Task type varies by dataset: regression for continuous values (e.g., LD50, hERG inhibition percentage) or binary classification for toxic/non-toxic outcomes (e.g., AMES mutagenicity, cardiotoxicity, hepatotoxicity). Dataset: herg. (1) The compound is COc1cc(N)c(Cl)cc1C(=O)N[C@H]1CC[NH+]2CCC[C@H]1C2. The result is 1 (blocker). (2) The molecule is CCC1=C(C)CN(C(=O)NCCc2ccc(S(=O)([O-])=NC(=O)NC3CCC(C)CC3)cc2)C1=O. The result is 0 (non-blocker). (3) The compound is Cc1nc2c([nH]1)CCN(C(=O)c1ccc(NC(=O)c3ccccc3-c3ccccc3)cc1)c1ccccc1-2. The result is 1 (blocker). (4) The compound is CC(C)(C#N)c1cc(Cn2cncn2)cc(C(C)(C)C#N)c1. The result is 0 (non-blocker). (5) The molecule is CCCCCCC[N+](CC)(CC)CCCCc1ccc(Cl)cc1.CCCCCCC[N+](CC)(CC)CCCCc1ccc(Cl)cc1.CCCCCCC[N+](CC)(CC)CCCCc1ccc(Cl)cc1.O=P([O-])([O-])[O-]. The result is 1 (blocker). (6) The drug is CC[NH+](CC)CCC[C@@H](C)Nc1ccnc2cc(Cl)ccc12. The result is 1 (blocker).